This data is from Catalyst prediction with 721,799 reactions and 888 catalyst types from USPTO. The task is: Predict which catalyst facilitates the given reaction. Reactant: C1(C)C=CC=CC=1.[Cl:8][C:9]1[CH:10]=[C:11]([CH:27]=[CH:28][C:29]=1[F:30])[C:12]([C@@H:14]1[CH2:19][CH2:18][CH2:17][N:16]([C:20]([O:22][C:23]([CH3:26])([CH3:25])[CH3:24])=[O:21])[CH2:15]1)=[O:13].CO. Product: [Cl:8][C:9]1[CH:10]=[C:11]([C@H:12]([OH:13])[C@@H:14]2[CH2:19][CH2:18][CH2:17][N:16]([C:20]([O:22][C:23]([CH3:25])([CH3:24])[CH3:26])=[O:21])[CH2:15]2)[CH:27]=[CH:28][C:29]=1[F:30]. The catalyst class is: 49.